From a dataset of Catalyst prediction with 721,799 reactions and 888 catalyst types from USPTO. Predict which catalyst facilitates the given reaction. (1) Reactant: [Cl:1][CH2:2][CH2:3][CH2:4][CH2:5][C:6](Cl)=[O:7].[CH3:9][O:10][C:11](=[O:22])[C:12]1[CH:17]=[C:16]([N+:18]([O-:20])=[O:19])[CH:15]=[C:14]([NH2:21])[CH:13]=1.CCN(CC)CC. Product: [CH3:9][O:10][C:11](=[O:22])[C:12]1[CH:17]=[C:16]([N+:18]([O-:20])=[O:19])[CH:15]=[C:14]([NH:21][C:6](=[O:7])[CH2:5][CH2:4][CH2:3][CH2:2][Cl:1])[CH:13]=1. The catalyst class is: 2. (2) Reactant: [CH3:1][C:2]1[CH:26]=[CH:25][C:5]([C:6]([NH:8][C:9]2[CH:14]=[C:13]([C:15]([F:18])([F:17])[F:16])[CH:12]=[C:11]([N:19]3[CH:23]=[C:22]([CH3:24])[N:21]=[CH:20]3)[CH:10]=2)=[O:7])=[CH:4][C:3]=1[NH:27][C:28]1[N:33]=[C:32]([C:34]2[CH:35]=[N:36][CH:37]=[CH:38][CH:39]=2)[CH:31]=[CH:30][N:29]=1.[C:40]1([CH3:50])[CH:45]=[CH:44][C:43]([S:46]([OH:49])(=[O:48])=[O:47])=[CH:42][CH:41]=1. Product: [C:40]1([CH3:50])[CH:41]=[CH:42][C:43]([S:46]([OH:49])(=[O:47])=[O:48])=[CH:44][CH:45]=1.[CH3:1][C:2]1[CH:26]=[CH:25][C:5]([C:6]([NH:8][C:9]2[CH:14]=[C:13]([C:15]([F:16])([F:17])[F:18])[CH:12]=[C:11]([N:19]3[CH:23]=[C:22]([CH3:24])[N:21]=[CH:20]3)[CH:10]=2)=[O:7])=[CH:4][C:3]=1[NH:27][C:28]1[N:33]=[C:32]([C:34]2[CH:35]=[N:36][CH:37]=[CH:38][CH:39]=2)[CH:31]=[CH:30][N:29]=1. The catalyst class is: 13.